From a dataset of Retrosynthesis with 50K atom-mapped reactions and 10 reaction types from USPTO. Predict the reactants needed to synthesize the given product. (1) Given the product CCOc1ccc(Cc2cc(Br)ccc2F)cc1, predict the reactants needed to synthesize it. The reactants are: CCI.Oc1ccc(Cc2cc(Br)ccc2F)cc1. (2) Given the product NCC=C(Cc1ccccc1)C(F)(F)F, predict the reactants needed to synthesize it. The reactants are: O=C1c2ccccc2C(=O)N1CC=C(Cc1ccccc1)C(F)(F)F. (3) The reactants are: CN(C)CC(O)CN(C)c1ccc(N)cc1.Cc1ccc(F)c(Nc2ccnc(Cl)n2)c1. Given the product Cc1ccc(F)c(Nc2ccnc(Nc3ccc(N(C)CC(O)CN(C)C)cc3)n2)c1, predict the reactants needed to synthesize it. (4) Given the product CC1(C)Cc2cc(C(=O)O)ccc2NC1c1cccc(C(=O)N2CCCCC2)c1, predict the reactants needed to synthesize it. The reactants are: COC(=O)c1ccc2c(c1)CC(C)(C)C(c1cccc(C(=O)N3CCCCC3)c1)N2. (5) Given the product Cc1cc(-c2ccc(F)c(F)c2)c2c(c1)cc1n2CCNC1=O, predict the reactants needed to synthesize it. The reactants are: Cc1cc(Br)c2c(c1)cc1n2CCNC1=O.OB(O)c1ccc(F)c(F)c1. (6) Given the product COc1cc2c(-c3cc4cc(F)cnc4n3S(=O)(=O)c3ccc(C)cc3)cn(CCN3CCOCC3)c2cc1OC, predict the reactants needed to synthesize it. The reactants are: C1COCCN1.COc1cc2c(-c3cc4cc(F)cnc4n3S(=O)(=O)c3ccc(C)cc3)cn(CCI)c2cc1OC.